Dataset: NCI-60 drug combinations with 297,098 pairs across 59 cell lines. Task: Regression. Given two drug SMILES strings and cell line genomic features, predict the synergy score measuring deviation from expected non-interaction effect. (1) Drug 1: C1CCN(CC1)CCOC2=CC=C(C=C2)C(=O)C3=C(SC4=C3C=CC(=C4)O)C5=CC=C(C=C5)O. Synergy scores: CSS=2.68, Synergy_ZIP=4.08, Synergy_Bliss=8.39, Synergy_Loewe=5.01, Synergy_HSA=5.14. Drug 2: CNC(=O)C1=CC=CC=C1SC2=CC3=C(C=C2)C(=NN3)C=CC4=CC=CC=N4. Cell line: NCI-H460. (2) Drug 1: C1CC(=O)NC(=O)C1N2CC3=C(C2=O)C=CC=C3N. Drug 2: CCCCCOC(=O)NC1=NC(=O)N(C=C1F)C2C(C(C(O2)C)O)O. Cell line: SF-268. Synergy scores: CSS=5.95, Synergy_ZIP=3.29, Synergy_Bliss=5.39, Synergy_Loewe=4.11, Synergy_HSA=2.87. (3) Drug 1: COC1=C(C=C2C(=C1)N=CN=C2NC3=CC(=C(C=C3)F)Cl)OCCCN4CCOCC4. Drug 2: CC1=C(C(CCC1)(C)C)C=CC(=CC=CC(=CC(=O)O)C)C. Cell line: CAKI-1. Synergy scores: CSS=46.3, Synergy_ZIP=-8.22, Synergy_Bliss=-10.8, Synergy_Loewe=-4.83, Synergy_HSA=-3.90.